This data is from Forward reaction prediction with 1.9M reactions from USPTO patents (1976-2016). The task is: Predict the product of the given reaction. (1) Given the reactants F[B-](F)(F)F.C([N+]1C=CN(C)C=1)CCC.F[C:17]1[CH:22]=[CH:21][C:20]([N+:23]([O-:25])=[O:24])=[CH:19][C:18]=1[CH3:26].[C:27]([N:30]1[CH2:35][CH2:34][NH:33][CH2:32][CH2:31]1)(=[O:29])[CH3:28], predict the reaction product. The product is: [C:27]([N:30]1[CH2:35][CH2:34][N:33]([C:17]2[CH:22]=[CH:21][C:20]([N+:23]([O-:25])=[O:24])=[CH:19][C:18]=2[CH3:26])[CH2:32][CH2:31]1)(=[O:29])[CH3:28]. (2) Given the reactants Br[C:2]1[C:3]2[C:4]([S:20][C:21]3[CH:26]=[CH:25][C:24]([Cl:27])=[CH:23][CH:22]=3)=[C:5]3[CH:14]([CH2:15][C:16]([O:18]C)=[O:17])[CH2:13][CH2:12][N:6]3[C:7]=2[CH:8]=[C:9]([F:11])[CH:10]=1.C([Sn](CCCC)(CCCC)[C:33]1[CH:38]=[CH:37][CH:36]=[CH:35][CH:34]=1)CCC, predict the reaction product. The product is: [Cl:27][C:24]1[CH:23]=[CH:22][C:21]([S:20][C:4]2[C:3]3[C:2]([C:33]4[CH:38]=[CH:37][CH:36]=[CH:35][CH:34]=4)=[CH:10][C:9]([F:11])=[CH:8][C:7]=3[N:6]3[CH2:12][CH2:13][CH:14]([CH2:15][C:16]([OH:18])=[O:17])[C:5]=23)=[CH:26][CH:25]=1. (3) Given the reactants Br[C:2]1[C:10]2[C:5](=[CH:6][CH:7]=[C:8]([N+:11]([O-:13])=[O:12])[CH:9]=2)[N:4]([C:14]([C:27]2[CH:32]=[CH:31][CH:30]=[CH:29][CH:28]=2)([C:21]2[CH:26]=[CH:25][CH:24]=[CH:23][CH:22]=2)[C:15]2[CH:20]=[CH:19][CH:18]=[CH:17][CH:16]=2)[N:3]=1.[F:33][C:34]1[CH:39]=[C:38](B(O)O)[CH:37]=[CH:36][N:35]=1.[O-]P([O-])([O-])=O.[K+].[K+].[K+], predict the reaction product. The product is: [F:33][C:34]1[CH:39]=[C:38]([C:2]2[C:10]3[C:5](=[CH:6][CH:7]=[C:8]([N+:11]([O-:13])=[O:12])[CH:9]=3)[N:4]([C:14]([C:27]3[CH:32]=[CH:31][CH:30]=[CH:29][CH:28]=3)([C:21]3[CH:26]=[CH:25][CH:24]=[CH:23][CH:22]=3)[C:15]3[CH:20]=[CH:19][CH:18]=[CH:17][CH:16]=3)[N:3]=2)[CH:37]=[CH:36][N:35]=1. (4) Given the reactants [NH2:1][C:2]1[CH:7]=[C:6]([Br:8])[CH:5]=[CH:4][C:3]=1[OH:9].[CH2:10](OC(OCC)OCC)C, predict the reaction product. The product is: [Br:8][C:6]1[CH:5]=[CH:4][C:3]2[O:9][CH:10]=[N:1][C:2]=2[CH:7]=1. (5) Given the reactants [NH2:1][C:2]1[CH:7]=[CH:6][CH:5]=[CH:4][C:3]=1[S:8]([NH2:11])(=[O:10])=[O:9].[Cl:12][C:13]1[CH:18]=[CH:17][C:16]([CH:19]=[CH:20][S:21](Cl)(=[O:23])=[O:22])=[C:15]([O:25][CH3:26])[CH:14]=1, predict the reaction product. The product is: [Cl:12][C:13]1[CH:18]=[CH:17][C:16]([CH:19]=[CH:20][S:21]([NH:1][C:2]2[CH:7]=[CH:6][CH:5]=[CH:4][C:3]=2[S:8]([NH2:11])(=[O:9])=[O:10])(=[O:22])=[O:23])=[C:15]([O:25][CH3:26])[CH:14]=1. (6) Given the reactants [F:1][C@H:2]1[C@@H:7]([OH:8])[CH2:6][CH2:5][N:4]([C:9]([O:11][CH2:12][C:13]2[CH:18]=[CH:17][CH:16]=[CH:15][CH:14]=2)=[O:10])[CH2:3]1.C(N(CC)CC)C.[CH3:26][S:27](Cl)(=[O:29])=[O:28], predict the reaction product. The product is: [F:1][C@H:2]1[C@@H:7]([O:8][S:27]([CH3:26])(=[O:29])=[O:28])[CH2:6][CH2:5][N:4]([C:9]([O:11][CH2:12][C:13]2[CH:18]=[CH:17][CH:16]=[CH:15][CH:14]=2)=[O:10])[CH2:3]1. (7) Given the reactants [Br:1][C:2]1[CH:7]=[CH:6][C:5]([CH2:8][C:9]([OH:11])=[O:10])=[C:4]([N+:12]([O-:14])=[O:13])[CH:3]=1.Cl.[C:16]([O-])([O-])=O.[Na+].[Na+], predict the reaction product. The product is: [CH3:16][O:10][C:9](=[O:11])[CH2:8][C:5]1[CH:6]=[CH:7][C:2]([Br:1])=[CH:3][C:4]=1[N+:12]([O-:14])=[O:13].